From a dataset of Peptide-MHC class II binding affinity with 134,281 pairs from IEDB. Regression. Given a peptide amino acid sequence and an MHC pseudo amino acid sequence, predict their binding affinity value. This is MHC class II binding data. (1) The peptide sequence is KTGQALVVGIYDEPM. The MHC is DRB1_0901 with pseudo-sequence DRB1_0901. The binding affinity (normalized) is 0.314. (2) The binding affinity (normalized) is 0.222. The peptide sequence is EKPGNRNPYENLLYK. The MHC is DRB1_0802 with pseudo-sequence DRB1_0802. (3) The peptide sequence is APGDSPNTDGIHIGD. The MHC is HLA-DQA10201-DQB10202 with pseudo-sequence HLA-DQA10201-DQB10202. The binding affinity (normalized) is 0.122. (4) The binding affinity (normalized) is 0.232. The MHC is HLA-DQA10501-DQB10301 with pseudo-sequence HLA-DQA10501-DQB10301. The peptide sequence is KDKWIELKESWGAIW.